This data is from Reaction yield outcomes from USPTO patents with 853,638 reactions. The task is: Predict the reaction yield, written as a fraction of the theoretical maximum amount of product (1.0 means a 100% yield; for example, 0.34 means a 34% yield). (1) The product is [CH:25]([N:21]1[C:20]([C:14]2[N:13]=[C:12]3[C:11]4[CH:28]=[N:29][C:8]([O:7][C@H:5]([CH3:6])[C:4]([NH2:35])=[O:30])=[CH:9][C:10]=4[O:19][CH2:18][CH2:17][N:16]3[CH:15]=2)=[N:24][CH:23]=[N:22]1)([CH3:27])[CH3:26]. The catalyst is CO.O.C(OCC)(=O)C. The yield is 0.430. The reactants are C(O[C:4](=[O:30])[C@H:5]([O:7][C:8]1[N:29]=[CH:28][C:11]2[C:12]3[N:16]([CH2:17][CH2:18][O:19][C:10]=2[CH:9]=1)[CH:15]=[C:14]([C:20]1[N:21]([CH:25]([CH3:27])[CH3:26])[N:22]=[CH:23][N:24]=1)[N:13]=3)[CH3:6])C.O.[OH-].[Li+].C[N:35](C(ON1N=NC2C=CC=NC1=2)=[N+](C)C)C.F[P-](F)(F)(F)(F)F.[Cl-].[NH4+].C(N(CC)CC)C. (2) The reactants are FC(F)(F)C(O)=O.[CH3:8][O:9][C:10](=[O:23])[C@H:11]([CH:20]([CH3:22])[CH3:21])[NH:12][C:13](=[O:19])[C@H:14]([CH:16]([CH3:18])[CH3:17])[NH2:15].[C:24]([O:28][C:29]([NH:31][C@H:32]([C:42](O)=[O:43])[CH2:33][O:34][CH2:35][C:36]1[CH:41]=[CH:40][CH:39]=[CH:38][CH:37]=1)=[O:30])([CH3:27])([CH3:26])[CH3:25].C(N(CC)C(C)C)(C)C.C1C=C2N=NN(O)C2=CC=1.O.CCN=C=NCCCN(C)C.Cl. The yield is 0.950. The product is [CH3:8][O:9][C:10](=[O:23])[C@H:11]([CH:20]([CH3:22])[CH3:21])[NH:12][C:13](=[O:19])[C@H:14]([CH:16]([CH3:17])[CH3:18])[NH:15][C:42](=[O:43])[C@H:32]([CH2:33][O:34][CH2:35][C:36]1[CH:41]=[CH:40][CH:39]=[CH:38][CH:37]=1)[NH:31][C:29]([O:28][C:24]([CH3:27])([CH3:25])[CH3:26])=[O:30]. The catalyst is CN(C=O)C. (3) The reactants are I[C:2]1[C:3]([O:20][CH3:21])=[CH:4][C:5]([CH:17]([CH3:19])[CH3:18])=[C:6]([CH:16]=1)[O:7][C:8]1[C:9]([NH2:15])=[N:10][C:11]([NH2:14])=[N:12][CH:13]=1.[C:22]([Cu])#[N:23].O. The catalyst is CN(C=O)C. The product is [NH2:14][C:11]1[N:10]=[C:9]([NH2:15])[C:8]([O:7][C:6]2[C:5]([CH:17]([CH3:19])[CH3:18])=[CH:4][C:3]([O:20][CH3:21])=[C:2]([CH:16]=2)[C:22]#[N:23])=[CH:13][N:12]=1. The yield is 0.440. (4) The reactants are [CH2:1]([O:3][C:4]([C:6]1[C:11]([NH:12][C:13]2[CH:18]=[CH:17][C:16]([CH3:19])=[CH:15][C:14]=2[F:20])=[C:10]([CH3:21])[C:9](=[O:22])[N:8]([CH3:23])[C:7]=1[CH3:24])=[O:5])[CH3:2].[Br:25]N1C(=O)CCC1=O. The catalyst is CN(C=O)C.CCOC(C)=O. The product is [CH2:1]([O:3][C:4]([C:6]1[C:11]([NH:12][C:13]2[CH:18]=[CH:17][C:16]([CH3:19])=[CH:15][C:14]=2[F:20])=[C:10]([CH3:21])[C:9](=[O:22])[N:8]([CH3:23])[C:7]=1[CH2:24][Br:25])=[O:5])[CH3:2]. The yield is 0.660.